Dataset: Catalyst prediction with 721,799 reactions and 888 catalyst types from USPTO. Task: Predict which catalyst facilitates the given reaction. (1) Reactant: [N+:1]([CH2:4][C:5]([O:7][CH2:8][CH3:9])=[O:6])([O-:3])=O.[C:10]1([CH2:16][CH2:17][O:18][CH2:19][C:20]#[CH:21])[CH:15]=[CH:14][CH:13]=[CH:12][CH:11]=1.N12CCN(CC1)CC2.Cl. Product: [C:10]1([CH2:16][CH2:17][O:18][CH2:19][C:20]2[O:3][N:1]=[C:4]([C:5]([O:7][CH2:8][CH3:9])=[O:6])[CH:21]=2)[CH:15]=[CH:14][CH:13]=[CH:12][CH:11]=1. The catalyst class is: 22. (2) Reactant: [Cl:1][C:2]1[CH:3]=[C:4]([N:10]2[C:14]([CH3:15])=[C:13]([CH2:16][C:17]3[CH:18]=[C:19]([CH:24]=[CH:25][CH:26]=3)[C:20]([O:22]C)=[O:21])[C:12]([CH3:27])=[N:11]2)[CH:5]=[CH:6][C:7]=1[C:8]#[N:9].Cl. Product: [Cl:1][C:2]1[CH:3]=[C:4]([N:10]2[C:14]([CH3:15])=[C:13]([CH2:16][C:17]3[CH:18]=[C:19]([CH:24]=[CH:25][CH:26]=3)[C:20]([OH:22])=[O:21])[C:12]([CH3:27])=[N:11]2)[CH:5]=[CH:6][C:7]=1[C:8]#[N:9]. The catalyst class is: 702. (3) Reactant: C[O:2][C:3](=[O:45])[C:4]1[CH:9]=[CH:8][CH:7]=[CH:6][C:5]=1[O:10][C:11]1[CH:16]=[CH:15][CH:14]=[C:13]([O:17][CH2:18][CH2:19][CH2:20][O:21][C:22]2[CH:27]=[C:26]([O:28]CC3C=CC=CC=3)C(C(=O)CO)=CC=2CC)[C:12]=1[CH2:42][CH2:43][CH3:44].S(OS(C(F)(F)F)(=O)=O)(C(F)(F)F)(=O)=O.[N:61]1[C:66]([CH3:67])=[CH:65][CH:64]=[CH:63][C:62]=1[CH3:68].C[CH2:70][O:71]CC. Product: [CH2:62]([C:63]1[CH:64]=[C:65]([C:66]2[N:61]=[CH:70][O:71][CH:67]=2)[C:26]([OH:28])=[CH:27][C:22]=1[O:21][CH2:20][CH2:19][CH2:18][O:17][C:13]1[C:12]([CH2:42][CH2:43][CH3:44])=[C:11]([CH:16]=[CH:15][CH:14]=1)[O:10][C:5]1[CH:6]=[CH:7][CH:8]=[CH:9][C:4]=1[C:3]([OH:45])=[O:2])[CH3:68]. The catalyst class is: 34. (4) Reactant: [O:1]([C:8]1[C:9]([NH:21][C:22]2[S:26][N:25]=[C:24]([CH:27]3[CH2:32][CH2:31][NH:30][CH2:29][CH2:28]3)[N:23]=2)=[N:10][CH:11]=[C:12]([S:14][C:15]2[CH:20]=[CH:19][CH:18]=[CH:17][N:16]=2)[CH:13]=1)[C:2]1[CH:7]=[CH:6][CH:5]=[CH:4][CH:3]=1.[C:33](OC(=O)C)(=[O:35])[CH3:34].C1COCC1. Product: [O:1]([C:8]1[C:9]([NH:21][C:22]2[S:26][N:25]=[C:24]([CH:27]3[CH2:32][CH2:31][N:30]([C:33](=[O:35])[CH3:34])[CH2:29][CH2:28]3)[N:23]=2)=[N:10][CH:11]=[C:12]([S:14][C:15]2[CH:20]=[CH:19][CH:18]=[CH:17][N:16]=2)[CH:13]=1)[C:2]1[CH:7]=[CH:6][CH:5]=[CH:4][CH:3]=1. The catalyst class is: 6. (5) Reactant: [C:1]1([C:7]2[N:11]=[C:10]([N:12]3[CH2:17][CH2:16][NH:15][CH2:14][CH2:13]3)[S:9][N:8]=2)[CH:6]=[CH:5][CH:4]=[CH:3][CH:2]=1.C(N(CC)CC)C.[C:25]([C:28]1[CH:33]=[CH:32][C:31]([N:34]=[C:35]=[O:36])=[CH:30][CH:29]=1)(=[O:27])[CH3:26]. Product: [C:25]([C:28]1[CH:33]=[CH:32][C:31]([NH:34][C:35]([N:15]2[CH2:16][CH2:17][N:12]([C:10]3[S:9][N:8]=[C:7]([C:1]4[CH:2]=[CH:3][CH:4]=[CH:5][CH:6]=4)[N:11]=3)[CH2:13][CH2:14]2)=[O:36])=[CH:30][CH:29]=1)(=[O:27])[CH3:26]. The catalyst class is: 7. (6) Reactant: [Br:1][C:2]1[CH:3]=[C:4]([C@@H:8]([N:10]2[CH2:15][CH2:14][C@@:13]([C:20]3[CH:25]=[CH:24][C:23]([F:26])=[CH:22][CH:21]=3)([CH2:16][C:17](=[O:19])[CH3:18])[O:12][C:11]2=[O:27])[CH3:9])[CH:5]=[CH:6][CH:7]=1.[BH4-].[Na+]. Product: [Br:1][C:2]1[CH:3]=[C:4]([C@@H:8]([N:10]2[CH2:15][CH2:14][C@@:13]([C:20]3[CH:21]=[CH:22][C:23]([F:26])=[CH:24][CH:25]=3)([CH2:16][CH:17]([OH:19])[CH3:18])[O:12][C:11]2=[O:27])[CH3:9])[CH:5]=[CH:6][CH:7]=1. The catalyst class is: 36. (7) Reactant: [ClH:1].[CH:2]1([NH:5][S:6]([C:9]2[CH:14]=[CH:13][C:12]([C:15]3[CH:20]=[CH:19][C:18]([CH2:21][C@H:22]([NH:36][C:37]([C@H:39]4[CH2:44][CH2:43][C@H:42]([CH2:45][NH:46]C(=O)OC(C)(C)C)[CH2:41][CH2:40]4)=[O:38])[C:23](=[O:35])[NH:24][C:25]4[CH:33]=[C:32]5[C:28]([C:29](=[O:34])[NH:30][NH:31]5)=[CH:27][CH:26]=4)=[CH:17][CH:16]=3)=[C:11]([CH3:54])[CH:10]=2)(=[O:8])=[O:7])[CH2:4][CH2:3]1. Product: [ClH:1].[NH2:46][CH2:45][C@H:42]1[CH2:43][CH2:44][C@H:39]([C:37]([NH:36][C@@H:22]([CH2:21][C:18]2[CH:19]=[CH:20][C:15]([C:12]3[CH:13]=[CH:14][C:9]([S:6](=[O:7])(=[O:8])[NH:5][CH:2]4[CH2:3][CH2:4]4)=[CH:10][C:11]=3[CH3:54])=[CH:16][CH:17]=2)[C:23](=[O:35])[NH:24][C:25]2[CH:33]=[C:32]3[C:28]([C:29](=[O:34])[NH:30][NH:31]3)=[CH:27][CH:26]=2)=[O:38])[CH2:40][CH2:41]1. The catalyst class is: 346.